From a dataset of Forward reaction prediction with 1.9M reactions from USPTO patents (1976-2016). Predict the product of the given reaction. (1) Given the reactants [C:1]([C:3]1[C:8]([CH3:9])=[CH:7][CH:6]=[CH:5][C:4]=1[CH3:10])#[CH:2].Br[C:12]1[C:19]([F:20])=[C:18]([F:21])[C:15]([C:16]#[N:17])=[C:14]([F:22])[C:13]=1[F:23].C(NC(C)C)(C)C, predict the reaction product. The product is: [F:21][C:18]1[C:19]([F:20])=[C:12]([C:2]#[C:1][C:3]2[C:8]([CH3:9])=[CH:7][CH:6]=[CH:5][C:4]=2[CH3:10])[C:13]([F:23])=[C:14]([F:22])[C:15]=1[C:16]#[N:17]. (2) Given the reactants C[O-].[Na+].Cl.[NH2:5][C:6]1[S:7][C:8](Br)=[CH:9][N:10]=1.[C:12]([C:15]1[CH:16]=[C:17]([SH:21])[CH:18]=[CH:19][CH:20]=1)([OH:14])=[O:13].Cl.O1CCO[CH2:25][CH2:24]1, predict the reaction product. The product is: [CH2:24]([O:13][C:12](=[O:14])[C:15]1[CH:20]=[CH:19][CH:18]=[C:17]([S:21][C:8]2[S:7][C:6]([NH2:5])=[N:10][CH:9]=2)[CH:16]=1)[CH3:25]. (3) The product is: [F:1][C:2]1[CH:30]=[CH:29][C:5]([CH2:6][C:7]2[NH:8][C:9]([C:22]3[CH:27]=[CH:26][CH:25]=[C:24]([CH3:28])[N:23]=3)=[C:10]([C:12]3[CH:13]=[C:14]4[C:19](=[CH:20][CH:21]=3)[N:18]=[CH:17][CH:16]=[CH:15]4)[N:11]=2)=[CH:4][C:3]=1[OH:31]. Given the reactants [F:1][C:2]1[CH:30]=[CH:29][C:5]([CH2:6][C:7]2[NH:8][C:9]([C:22]3[CH:27]=[CH:26][CH:25]=[C:24]([CH3:28])[N:23]=3)=[C:10]([C:12]3[CH:13]=[C:14]4[C:19](=[CH:20][CH:21]=3)[N:18]=[CH:17][CH:16]=[CH:15]4)[N:11]=2)=[CH:4][C:3]=1[O:31]C.Cl.N1C=CC=CC=1.[NH4+].[OH-], predict the reaction product.